Task: Binary Classification. Given a miRNA mature sequence and a target amino acid sequence, predict their likelihood of interaction.. Dataset: Experimentally validated miRNA-target interactions with 360,000+ pairs, plus equal number of negative samples (1) The protein sequence of the target gene is MEPRALVTALSLGLSLCSLGLLVTAIFTDHWYETDPRRHKESCERSRAGADPPDQKNRLMPLSHLPLRDSPPLGRRLLPGGPGRADPESWRSLLGLGGLDAECGRPLFATYSGLWRKCYFLGIDRDIDTLILKGIAQRCTAIKYHFSQPIRLRNIPFNLTKTIQQDEWHLLHLRRITAGFLGMAVAVLLCGCIVATVSFFWEESLTQHVAGLLFLMTGIFCTISLCTYAASISYDLNRLPKLIYSLPADVEHGYSWSIFCAWCSLGFIVAAGGLCIAYPFISRTKIAQLKSGRDSTV. The miRNA is mmu-miR-871-3p with sequence UGACUGGCACCAUUCUGGAUAAU. Result: 0 (no interaction). (2) The miRNA is hsa-miR-4528 with sequence UCAUUAUAUGUAUGAUCUGGAC. The protein sequence of the target gene is MPRSFLVKKVKLDTFSSADLDSSYGRARSDLGVRLQDKGYLSDYVGPASVYDGDAEAALLKGPSPEPMYAAAVRGELGPAASGSAPPPTPRPELATAAGGYINGDAAVSEGYAADAFFITDGRSRRKAANANAAAAPSTASVAAPDSDAGGGGGPGTRGSGSGSASRGGTRVGAGTEARAGSGATGAGGRHACGECGKTYATSSNLSRHKQTHRSLDSQLARRCPTCGKVYVSMPAMAMHLLTHDLRHKCGVCGKAFSRPWLLQGHMRSHTGEKPFGCAHCGKAFADRSNLRAHMQTHSA.... Result: 0 (no interaction). (3) The miRNA is mmu-miR-802-5p with sequence UCAGUAACAAAGAUUCAUCCUU. The protein sequence of the target gene is MTTESGSDSESKPDQEAEPQEAAGAQGRAGAPVPEPPKEEQQQALEQFAAAAAHSTPVRREVTDKEQEFAARAAKQLEYQQLEDDKLSQKSSSSKLSRSPLKIVKKPKSMQCKVILLDGSEYTCDVEKRSRGQVLFDKVCEHLNLLEKDYFGLTYRDAENQKNWLDPAKEIKKQVRSGAWHFSFNVKFYPPDPAQLSEDITRYYLCLQLRDDIVSGRLPCSFVTLALLGSYTVQSELGDYDPDECGSDYISEFRFAPNHTKELEDKVIELHKSHRGMTPAEAEMHFLENAKKLSMYGVDL.... Result: 0 (no interaction). (4) The miRNA is mmu-miR-432 with sequence UCUUGGAGUAGAUCAGUGGGCAG. The protein sequence of the target gene is MDFPGLGALGTSEPLPQFVDSALVSSPSDSTGFFSSGPEGLDAASSSTSPNAATAAASALAYYREAEAYRHSPVFQVYPLLNSMEGIPGGSPYASWAYGKTALYPASTVCPSHEDAPSQALEDQEGKSNNTFLDTLKTERLSPDLLTLGTALPASLPVTGSAYGGADFPSPFFSPTGSPLSSAAYSSPKFHGSLPLAPCEARECVNCGATATPLWRRDRTGHYLCNACGLYHKMNGQNRPLIRPKKRMIVSKRAGTQCTNCQTTTTTLWRRNASGDPVCNACGLYFKLHQVNRPLTMRKD.... Result: 0 (no interaction).